This data is from Catalyst prediction with 721,799 reactions and 888 catalyst types from USPTO. The task is: Predict which catalyst facilitates the given reaction. (1) Reactant: Br[CH2:2][C:3](=O)[CH2:4][C:5]([O:7][CH2:8][CH3:9])=[O:6].[NH2:11][C:12]1[CH:17]=[CH:16][CH:15]=[CH:14][C:13]=1[C:18](=[S:20])[NH2:19]. Product: [NH2:11][C:12]1[CH:17]=[CH:16][CH:15]=[CH:14][C:13]=1[C:18]1[S:20][CH:2]=[C:3]([CH2:4][C:5]([O:7][CH2:8][CH3:9])=[O:6])[N:19]=1. The catalyst class is: 3. (2) Reactant: [H-].[Na+].[Cl:3][C:4]1[C:9]([C:10]([O:12]CC)=O)=[C:8]([CH3:15])[N:7]=[C:6]([Cl:16])[CH:5]=1.[N:17]1C=NC=N[CH:18]=1.[Cl-].[NH4+]. Product: [Cl:16][C:6]1[CH:5]=[C:4]([Cl:3])[C:9]2[C:10](=[O:12])[NH:17][CH:18]=[CH:15][C:8]=2[N:7]=1. The catalyst class is: 885. (3) Reactant: CC1C=CC(S(O[CH2:12][CH:13]2[CH2:22][CH2:21][C:20]3[C:15](=[CH:16][C:17]([S:23]([CH3:26])(=[O:25])=[O:24])=[CH:18][CH:19]=3)[O:14]2)(=O)=O)=CC=1.[NH:27]1[CH2:30][CH2:29][CH2:28]1. Product: [CH3:26][S:23]([C:17]1[CH:16]=[C:15]2[C:20]([CH2:21][CH2:22][CH:13]([CH2:12][N:27]3[CH2:30][CH2:29][CH2:28]3)[O:14]2)=[CH:19][CH:18]=1)(=[O:24])=[O:25]. The catalyst class is: 10. (4) Reactant: [Br:1][C:2]1[C:3]2[N:4]([C:9]([C:12]([OH:14])=O)=[CH:10][N:11]=2)[N:5]=[C:6]([Cl:8])[CH:7]=1.ClC1C=C(Cl)C2N(C(C(O)=O)=CN=2)N=1.C(Cl)(=O)C(Cl)=O.C(N(CC)CC)C.[N:42]1[CH:47]=[CH:46][C:45]([NH2:48])=[CH:44][CH:43]=1.ClC1C=C(Cl)C2N(C(C(NC3C=CN=CC=3)=O)=CN=2)N=1. Product: [Br:1][C:2]1[C:3]2[N:4]([C:9]([C:12]([NH:48][C:45]3[CH:46]=[CH:47][N:42]=[CH:43][CH:44]=3)=[O:14])=[CH:10][N:11]=2)[N:5]=[C:6]([Cl:8])[CH:7]=1. The catalyst class is: 154. (5) Reactant: C([C@H]1COC(=O)N1C(=O)[CH2:15][C@@H:16]([C:22]1[CH:49]=[CH:48][C:25]([O:26][CH2:27][C:28]2[CH:29]=[C:30]([NH:34][S:35]([C:38]3[CH:43]=[CH:42][C:41]([C:44]([F:47])([F:46])[F:45])=[CH:40][CH:39]=3)(=[O:37])=[O:36])[CH:31]=[CH:32][CH:33]=2)=[CH:24][CH:23]=1)[C:17]1[CH:21]=[CH:20][O:19][N:18]=1)C1C=CC=CC=1.[OH:51]O.[Li+].[OH-].Cl.C1[CH2:60][O:59]CC1. Product: [F:46][C:44]([F:45])([F:47])[C:41]1[CH:40]=[CH:39][C:38]([S:35]([NH:34][C:30]2[CH:29]=[C:28]([CH:33]=[CH:32][CH:31]=2)[CH2:27][O:26][C:25]2[CH:48]=[CH:49][C:22]([C@@H:16]([C:17]3[CH:21]=[CH:20][O:19][N:18]=3)[CH2:15][C:60]([OH:59])=[O:51])=[CH:23][CH:24]=2)(=[O:37])=[O:36])=[CH:43][CH:42]=1. The catalyst class is: 6.